Task: Predict the product of the given reaction.. Dataset: Forward reaction prediction with 1.9M reactions from USPTO patents (1976-2016) (1) Given the reactants [OH:1][CH2:2][C:3]1([C:14]([O:16][CH2:17][CH3:18])=[O:15])[C:11]2[C:6](=[CH:7][CH:8]=[CH:9][CH:10]=2)[C:5](=[O:12])[N:4]1[CH3:13].C(=O)=O.CO, predict the reaction product. The product is: [OH:1][CH2:2][C@:3]1([C:14]([O:16][CH2:17][CH3:18])=[O:15])[C:11]2[C:6](=[CH:7][CH:8]=[CH:9][CH:10]=2)[C:5](=[O:12])[N:4]1[CH3:13]. (2) The product is: [Cl:1][C:2]1[CH:7]=[CH:6][C:5]([NH:8][C:9](=[O:10])[NH:39][C:36]2[CH:37]=[CH:38][C:33]([C:30]3[S:29][C:28]([C:26]([NH:25][CH:20]([CH:19]([CH3:42])[CH3:18])[C:21]([O:23][CH3:24])=[O:22])=[O:27])=[N:32][CH:31]=3)=[CH:34][CH:35]=2)=[C:4]([O:11][C:12]2[CH:13]=[CH:14][CH:15]=[CH:16][CH:17]=2)[CH:3]=1. Given the reactants [Cl:1][C:2]1[CH:7]=[CH:6][C:5]([N:8]=[C:9]=[O:10])=[C:4]([O:11][C:12]2[CH:17]=[CH:16][CH:15]=[CH:14][CH:13]=2)[CH:3]=1.[CH3:18][CH:19]([CH3:42])[CH:20]([NH:25][C:26]([C:28]1[S:29][C:30]([C:33]2[CH:38]=[CH:37][C:36]([N+:39]([O-])=O)=[CH:35][CH:34]=2)=[CH:31][N:32]=1)=[O:27])[C:21]([O:23][CH3:24])=[O:22], predict the reaction product. (3) Given the reactants [Cl:1][S:2]([OH:5])(=O)=[O:3].[Cl:6][C:7]1[C:12]([Cl:13])=[C:11]([F:14])[CH:10]=[CH:9][CH:8]=1, predict the reaction product. The product is: [Cl:6][C:7]1[C:12]([Cl:13])=[C:11]([F:14])[CH:10]=[CH:9][C:8]=1[S:2]([Cl:1])(=[O:5])=[O:3]. (4) Given the reactants [C:1]([O:5][C:6]([NH:8][C@@H:9]([CH2:21][C:22]1[CH:27]=[CH:26][C:25]([OH:28])=[CH:24][CH:23]=1)[C:10]([O:12][C@@H:13]1[CH:18]2[CH2:19][CH2:20][N:15]([CH2:16][CH2:17]2)[CH2:14]1)=[O:11])=[O:7])([CH3:4])([CH3:3])[CH3:2].[Br:29][CH2:30][C:31]([C:33]1[CH:38]=[CH:37][CH:36]=[CH:35][CH:34]=1)=[O:32], predict the reaction product. The product is: [Br-:29].[C:1]([O:5][C:6]([NH:8][C@@H:9]([CH2:21][C:22]1[CH:27]=[CH:26][C:25]([OH:28])=[CH:24][CH:23]=1)[C:10]([O:12][C@@H:13]1[CH:18]2[CH2:19][CH2:20][N+:15]([CH2:30][C:31](=[O:32])[C:33]3[CH:38]=[CH:37][CH:36]=[CH:35][CH:34]=3)([CH2:16][CH2:17]2)[CH2:14]1)=[O:11])=[O:7])([CH3:4])([CH3:2])[CH3:3]. (5) Given the reactants [OH:1][N:2]=[CH:3][CH:4]1[CH2:9][CH2:8][N:7]([C:10]([O:12][C:13]([CH3:16])([CH3:15])[CH3:14])=[O:11])[CH2:6][CH2:5]1.CN(C=O)C.[Cl:22]N1C(=O)CCC1=O, predict the reaction product. The product is: [Cl:22][C:3](=[N:2][OH:1])[CH:4]1[CH2:9][CH2:8][N:7]([C:10]([O:12][C:13]([CH3:16])([CH3:15])[CH3:14])=[O:11])[CH2:6][CH2:5]1. (6) Given the reactants C[O:2][C:3]([CH:5]1[CH2:10][CH2:9][CH:8]([C:11]2[NH:15][N:14]=[N:13][N:12]=2)[CH2:7][CH2:6]1)=[O:4].[OH-].[Li+].C1COCC1, predict the reaction product. The product is: [NH:15]1[C:11]([CH:8]2[CH2:7][CH2:6][CH:5]([C:3]([OH:4])=[O:2])[CH2:10][CH2:9]2)=[N:12][N:13]=[N:14]1.